This data is from Forward reaction prediction with 1.9M reactions from USPTO patents (1976-2016). The task is: Predict the product of the given reaction. Given the reactants BrC1C(N2CCN(C(C3C=CC=CN=3)C)CC2)=C([N+]([O-])=O)C(N)=NC=1.[N:26]1[CH:31]=[C:30]([CH2:32][N:33]2[CH2:38][CH2:37][N:36]([C:39](OC(C)(C)C)=O)[CH2:35][CH2:34]2)[CH:29]=[N:28][CH:27]=1.C(O)(C(F)(F)F)=O.ClC1[C:59]([Cl:60])=[CH:58][N:57]=[C:56]([NH2:61])[C:55]=1[N+:62]([O-:64])=[O:63], predict the reaction product. The product is: [Cl:60][C:59]1[C:39]([N:36]2[CH2:35][CH2:34][N:33]([CH2:32][C:30]3[CH:29]=[N:28][CH:27]=[N:26][CH:31]=3)[CH2:38][CH2:37]2)=[C:55]([N+:62]([O-:64])=[O:63])[C:56]([NH2:61])=[N:57][CH:58]=1.